Task: Predict the reaction yield, written as a fraction of the theoretical maximum amount of product (1.0 means a 100% yield; for example, 0.34 means a 34% yield).. Dataset: Reaction yield outcomes from USPTO patents with 853,638 reactions The reactants are [Br:1][C:2]1[CH:3]=[C:4]2[C:8](=[CH:9][CH:10]=1)[N:7]([C:11](=[O:15])[CH2:12][CH2:13][OH:14])[CH:6]=[C:5]2/[C:16](/[C:28]#[N:29])=[CH:17]/[C:18]1[CH:19]=[C:20]([CH:23]=[CH:24][C:25]=1[O:26][CH3:27])[C:21]#[N:22].CCN(C(C)C)C(C)C.O=P(Cl)(Cl)Cl.[OH:44][P:45]([O-])([OH:47])=[O:46].[K+]. The catalyst is C1COCC1.C(C#N)(C)=O. The product is [P:45]([OH:47])([OH:46])([O:14][CH2:13][CH2:12][C:11]([N:7]1[C:8]2[C:4](=[CH:3][C:2]([Br:1])=[CH:10][CH:9]=2)[C:5](/[C:16](/[C:28]#[N:29])=[CH:17]/[C:18]2[CH:19]=[C:20]([C:21]#[N:22])[CH:23]=[CH:24][C:25]=2[O:26][CH3:27])=[CH:6]1)=[O:15])=[O:44]. The yield is 0.400.